Predict the reaction yield, written as a fraction of the theoretical maximum amount of product (1.0 means a 100% yield; for example, 0.34 means a 34% yield). From a dataset of Reaction yield outcomes from USPTO patents with 853,638 reactions. (1) The reactants are [OH:1]/[N:2]=[C:3](/[C:6]1[CH:11]=[CH:10][CH:9]=[CH:8][CH:7]=1)\[C:4]#[N:5].[Br:12][C:13]1[S:14][CH:15]=[C:16]([CH2:18]Br)[N:17]=1.[I-].[K+].C(=O)([O-])[O-].[Cs+].[Cs+]. The catalyst is CN(C=O)C.C(#N)C. The product is [Br:12][C:13]1[S:14][CH:15]=[C:16]([CH2:18][O:1]/[N:2]=[C:3](/[C:6]2[CH:11]=[CH:10][CH:9]=[CH:8][CH:7]=2)\[C:4]#[N:5])[N:17]=1. The yield is 0.880. (2) The reactants are [CH2:1]([O:3][C:4](=[O:28])[CH:5]([C:13]1[CH:18]=[C:17]([Br:19])[CH:16]=[C:15]([O:20][CH2:21][C:22]2[CH:27]=[CH:26][CH:25]=[CH:24][CH:23]=2)[CH:14]=1)C(OC(C)(C)C)=O)[CH3:2]. The catalyst is CC(O)=O. The product is [CH2:1]([O:3][C:4](=[O:28])[CH2:5][C:13]1[CH:18]=[C:17]([Br:19])[CH:16]=[C:15]([O:20][CH2:21][C:22]2[CH:23]=[CH:24][CH:25]=[CH:26][CH:27]=2)[CH:14]=1)[CH3:2]. The yield is 0.970. (3) The reactants are C([O:3][C:4](=[O:29])[C:5]([CH3:28])([CH3:27])[CH2:6][CH2:7][CH2:8][CH2:9][CH:10]([C:20]1[CH:25]=[CH:24][CH:23]=[CH:22][C:21]=1[Cl:26])[N:11]1[CH2:16][CH2:15][C:14]2[S:17][CH:18]=[CH:19][C:13]=2[CH2:12]1)C.O.[OH-].[K+]. The catalyst is C(O)C. The product is [Cl:26][C:21]1[CH:22]=[CH:23][CH:24]=[CH:25][C:20]=1[CH:10]([N:11]1[CH2:16][CH2:15][C:14]2[S:17][CH:18]=[CH:19][C:13]=2[CH2:12]1)[CH2:9][CH2:8][CH2:7][CH2:6][C:5]([CH3:28])([CH3:27])[C:4]([OH:29])=[O:3]. The yield is 0.716. (4) The reactants are [F:1][C@H:2]1[CH2:6][N:5]([S:7]([C:10]2[CH:15]=[CH:14][C:13]([F:16])=[CH:12][CH:11]=2)(=[O:9])=[O:8])[C@H:4]([C:17]([NH:19][CH2:20][C:21]2[CH:26]=[CH:25][N:24]=[C:23]([C:27]3[C:28](F)=[N:29][C:30]([C:33]([F:36])([F:35])[F:34])=[CH:31][CH:32]=3)[CH:22]=2)=[O:18])[CH2:3]1.[NH3:38]. The catalyst is CS(C)=O. The product is [NH2:38][C:28]1[C:27]([C:23]2[CH:22]=[C:21]([CH2:20][NH:19][C:17]([C@@H:4]3[CH2:3][C@@H:2]([F:1])[CH2:6][N:5]3[S:7]([C:10]3[CH:15]=[CH:14][C:13]([F:16])=[CH:12][CH:11]=3)(=[O:9])=[O:8])=[O:18])[CH:26]=[CH:25][N:24]=2)=[CH:32][CH:31]=[C:30]([C:33]([F:35])([F:36])[F:34])[N:29]=1. The yield is 0.710. (5) The reactants are Br[C:2]1[C:3]([O:11][CH2:12][C:13]([F:16])([F:15])[F:14])=[N:4][CH:5]=[C:6]([N+:8]([O-:10])=[O:9])[CH:7]=1.[C:17]1(B2OC(C)(C)C(C)(C)O2)[CH2:22][CH2:21][CH2:20][CH2:19][CH:18]=1. No catalyst specified. The product is [C:17]1([C:2]2[C:3]([O:11][CH2:12][C:13]([F:16])([F:15])[F:14])=[N:4][CH:5]=[C:6]([N+:8]([O-:10])=[O:9])[CH:7]=2)[CH2:22][CH2:21][CH2:20][CH2:19][CH:18]=1. The yield is 0.540. (6) The reactants are [Br:1][C:2]1[C:3](F)=[C:4]2[C:10]([NH:11][C:12](=[O:20])[C:13]3[CH:18]=[CH:17][CH:16]=[C:15]([F:19])[CH:14]=3)=[CH:9][NH:8][C:5]2=[N:6][CH:7]=1.[NH:22]1[CH2:27][CH2:26][CH2:25][C@@H:24]([NH:28][C:29](=[O:35])[O:30][C:31]([CH3:34])([CH3:33])[CH3:32])[CH2:23]1.CC#N.O. The catalyst is CCCCO. The product is [Br:1][C:2]1[C:3]([N:22]2[CH2:27][CH2:26][CH2:25][C@@H:24]([NH:28][C:29](=[O:35])[O:30][C:31]([CH3:33])([CH3:32])[CH3:34])[CH2:23]2)=[C:4]2[C:10]([NH:11][C:12](=[O:20])[C:13]3[CH:18]=[CH:17][CH:16]=[C:15]([F:19])[CH:14]=3)=[CH:9][NH:8][C:5]2=[N:6][CH:7]=1. The yield is 0.270. (7) The reactants are [Br:1][C:2]1[CH:3]=[C:4]2[C:8](=[CH:9][CH:10]=1)[CH2:7][C:6]1([CH2:15][CH2:14][CH:13]([O:16][CH3:17])[CH2:12][CH2:11]1)[C:5]2=[N:18][S:19]([CH2:22][CH2:23][Si:24]([CH3:27])([CH3:26])[CH3:25])(=[O:21])=[O:20].[C:28]([O-:31])([O-])=O.[K+].[K+].Br[CH2:35][CH2:36]C(F)(F)F.[CH3:41]C#N. No catalyst specified. The product is [Br:1][C:2]1[CH:3]=[C:4]2[C:8]([CH2:7][C:6]3([CH2:15][CH2:14][CH:13]([O:16][CH3:17])[CH2:12][CH2:11]3)[C:5]2([NH:18][S:19]([CH2:22][CH2:23][Si:24]([CH3:26])([CH3:25])[CH3:27])(=[O:21])=[O:20])[C:35]([O:31][CH2:28][CH3:41])=[CH2:36])=[CH:9][CH:10]=1. The yield is 0.800. (8) The reactants are [C:1]([O:5][C:6]([NH:8][C@@H:9]([CH2:18]/[CH:19]=[CH:20]/[C:21]1[CH:26]=[CH:25][C:24]([NH:27][C:28](=[O:57])[C:29]2[CH:34]=[CH:33][C:32]([NH:35][C:36]3[N:45]=[CH:44][C:43]4[N:42]([CH3:46])[C:41](=[O:47])[C@@H:40]([CH2:48][CH3:49])[N:39]([CH:50]5[CH2:54][CH2:53][CH2:52][CH2:51]5)[C:38]=4[N:37]=3)=[C:31]([O:55][CH3:56])[CH:30]=2)=[CH:23][CH:22]=1)[C:10]([O:12][CH:13]1[CH2:17][CH2:16][CH2:15][CH2:14]1)=[O:11])=[O:7])([CH3:4])([CH3:3])[CH3:2].C([OH:60])C.O.B1([O-])OO1.O.O.O.O.[Na+]. The catalyst is C1COCC1. The product is [C:1]([O:5][C:6]([NH:8][C@H:9]([C:10]([O:12][CH:13]1[CH2:17][CH2:16][CH2:15][CH2:14]1)=[O:11])[CH2:18][CH:19]([OH:60])[CH2:20][C:21]1[CH:22]=[CH:23][C:24]([NH:27][C:28](=[O:57])[C:29]2[CH:34]=[CH:33][C:32]([NH:35][C:36]3[N:45]=[CH:44][C:43]4[N:42]([CH3:46])[C:41](=[O:47])[C@@H:40]([CH2:48][CH3:49])[N:39]([CH:50]5[CH2:54][CH2:53][CH2:52][CH2:51]5)[C:38]=4[N:37]=3)=[C:31]([O:55][CH3:56])[CH:30]=2)=[CH:25][CH:26]=1)=[O:7])([CH3:4])([CH3:2])[CH3:3]. The yield is 0.750. (9) The reactants are Br[C:2]1[CH:24]=[CH:23][C:5]([CH2:6][NH:7][C:8]([C@@H:10]2[CH2:14][C@@H:13]([OH:15])[CH2:12][N:11]2[C:16]([O:18][C:19]([CH3:22])([CH3:21])[CH3:20])=[O:17])=[O:9])=[CH:4][CH:3]=1.[CH3:25][C:26]1[N:27]=[CH:28][S:29][CH:30]=1.C([O-])(=O)C.[K+].O. The catalyst is CN1CCCC1=O.C([O-])(=O)C.[Pd+2].C([O-])(=O)C. The product is [OH:15][C@H:13]1[CH2:12][N:11]([C:16]([O:18][C:19]([CH3:22])([CH3:21])[CH3:20])=[O:17])[C@H:10]([C:8](=[O:9])[NH:7][CH2:6][C:5]2[CH:23]=[CH:24][C:2]([C:30]3[S:29][CH:28]=[N:27][C:26]=3[CH3:25])=[CH:3][CH:4]=2)[CH2:14]1. The yield is 0.590. (10) The reactants are [Cl:1][C:2]1[C:10]2[N:9]=[C:8]3[N:11]([C:15]4[CH:20]=[CH:19][C:18]([Cl:21])=[CH:17][C:16]=4[Cl:22])[CH2:12][CH2:13][CH2:14][N:7]3[C:6]=2[C:5]([CH:23]([OH:25])[CH3:24])=[CH:4][CH:3]=1.[C:26](OC(=O)C)(=[O:28])[CH3:27]. The catalyst is N1C=CC=CC=1. The product is [C:26]([O:25][CH:23]([C:5]1[C:6]2[N:7]3[CH2:14][CH2:13][CH2:12][N:11]([C:15]4[CH:20]=[CH:19][C:18]([Cl:21])=[CH:17][C:16]=4[Cl:22])[C:8]3=[N:9][C:10]=2[C:2]([Cl:1])=[CH:3][CH:4]=1)[CH3:24])(=[O:28])[CH3:27]. The yield is 0.700.